Dataset: Peptide-MHC class I binding affinity with 185,985 pairs from IEDB/IMGT. Task: Regression. Given a peptide amino acid sequence and an MHC pseudo amino acid sequence, predict their binding affinity value. This is MHC class I binding data. (1) The peptide sequence is YQVPFVQAF. The MHC is HLA-A24:03 with pseudo-sequence HLA-A24:03. The binding affinity (normalized) is 1.00. (2) The peptide sequence is LVEYGTVVNK. The MHC is HLA-A68:01 with pseudo-sequence HLA-A68:01. The binding affinity (normalized) is 0.505.